Dataset: Catalyst prediction with 721,799 reactions and 888 catalyst types from USPTO. Task: Predict which catalyst facilitates the given reaction. (1) Reactant: [CH3:1][N:2]1[CH2:6][CH2:5][CH:4]([C:7](=O)[C:8]2[CH:13]=[CH:12][CH:11]=[N:10][CH:9]=2)C1=O.[OH-].[K+].[BH4-].[K+]. Product: [N:10]1[CH:9]=[C:8]([CH:7]2[CH2:4][CH2:5][CH2:6][N:2]2[CH3:1])[CH:13]=[CH:12][CH:11]=1. The catalyst class is: 33. (2) Product: [CH3:1][O:2][C:3](=[O:29])/[CH:4]=[CH:5]/[C:6]1[CH:7]=[C:8]2[C:25](=[CH:26][CH:27]=1)[O:24][C:11]1([CH2:16][CH2:15][CH2:14][N:13]([CH:17]3[CH2:33][CH2:32][CH2:31][CH2:35]3)[CH2:12]1)[CH2:10][C:9]2=[O:28]. The catalyst class is: 23. Reactant: [CH3:1][O:2][C:3](=[O:29])/[CH:4]=[CH:5]/[C:6]1[CH:7]=[C:8]2[C:25](=[CH:26][CH:27]=1)[O:24][C:11]1([CH2:16][CH2:15][CH2:14][N:13]([C:17](OC(C)(C)C)=O)[CH2:12]1)[CH2:10][C:9]2=[O:28].Br[CH:31]1[CH2:35]C[CH2:33][CH2:32]1.C([O-])([O-])=O.[K+].[K+]. (3) Reactant: [NH:1]1[C:5]2[CH:6]=[C:7]([C:10]3[O:14][C:13]([SH:15])=[N:12][N:11]=3)[CH:8]=[CH:9][C:4]=2[N:3]=[CH:2]1.[C:16]1([CH2:22][CH2:23][CH2:24]Br)[CH:21]=[CH:20][CH:19]=[CH:18][CH:17]=1. Product: [C:16]1([CH2:22][CH2:23][CH2:24][S:15][C:13]2[O:14][C:10]([C:7]3[CH:8]=[CH:9][C:4]4[NH:3][CH:2]=[N:1][C:5]=4[CH:6]=3)=[N:11][N:12]=2)[CH:21]=[CH:20][CH:19]=[CH:18][CH:17]=1. The catalyst class is: 14. (4) Reactant: [CH3:1][C:2]1[CH:3]=[C:4]([CH:18]=[CH:19][C:20]=1[CH3:21])[C:5]([C:7]1[C:16](=[O:17])[C:15]2[C:10](=[CH:11][CH:12]=[CH:13][CH:14]=2)[NH:9][CH:8]=1)=[O:6].[H-].[Na+].Br[CH2:25][C:26]1[CH:31]=[CH:30][CH:29]=[C:28]([F:32])[N:27]=1. Product: [CH3:1][C:2]1[CH:3]=[C:4]([CH:18]=[CH:19][C:20]=1[CH3:21])[C:5]([C:7]1[C:16](=[O:17])[C:15]2[C:10](=[CH:11][CH:12]=[CH:13][CH:14]=2)[N:9]([CH2:25][C:26]2[CH:31]=[CH:30][CH:29]=[C:28]([F:32])[N:27]=2)[CH:8]=1)=[O:6]. The catalyst class is: 9. (5) Reactant: [NH:1]1[CH:5]=[C:4](/[CH:6]=[C:7]2\[CH2:8][N:9]([C:14]([C:27]3[CH:32]=[CH:31][CH:30]=[CH:29][CH:28]=3)([C:21]3[CH:26]=[CH:25][CH:24]=[CH:23][CH:22]=3)[C:15]3[CH:20]=[CH:19][CH:18]=[CH:17][CH:16]=3)[CH2:10][CH2:11][C:12]\2=[O:13])[CH:3]=[N:2]1.[C:33]([O:37][CH2:38][CH3:39])(=[O:36])[CH:34]=[CH2:35].N12CCCN=C1CCCCC2.[Cl-].[Na+]. Product: [CH2:38]([O:37][C:33]([CH2:34][CH2:35][N:1]1[CH:5]=[C:4](/[CH:6]=[C:7]2\[CH2:8][N:9]([C:14]([C:21]3[CH:22]=[CH:23][CH:24]=[CH:25][CH:26]=3)([C:15]3[CH:20]=[CH:19][CH:18]=[CH:17][CH:16]=3)[C:27]3[CH:32]=[CH:31][CH:30]=[CH:29][CH:28]=3)[CH2:10][CH2:11][C:12]\2=[O:13])[CH:3]=[N:2]1)=[O:36])[CH3:39]. The catalyst class is: 10. (6) Reactant: [Br:1][C:2]1[C:3]([N:21]([CH3:26])[S:22]([CH3:25])(=[O:24])=[O:23])=[CH:4][C:5]2[O:9][C:8]([C:10]3[CH2:14][CH2:13][CH2:12][CH:11]=3)=[C:7]([C:15]([O:17]CC)=[O:16])[C:6]=2[CH:20]=1.[Li+].[OH-]. Product: [Br:1][C:2]1[C:3]([N:21]([CH3:26])[S:22]([CH3:25])(=[O:23])=[O:24])=[CH:4][C:5]2[O:9][C:8]([C:10]3[CH2:14][CH2:13][CH2:12][CH:11]=3)=[C:7]([C:15]([OH:17])=[O:16])[C:6]=2[CH:20]=1. The catalyst class is: 38. (7) Reactant: [CH3:1][C:2]1[CH:11]=[CH:10][C:9]2[C:4](=[C:5]([CH:12](C(OCC)=O)[C:13]([O:15]CC)=[O:14])[CH:6]=[CH:7][CH:8]=2)[N:3]=1.Cl.C(O)(=O)C. Product: [CH3:1][C:2]1[CH:11]=[CH:10][C:9]2[C:4](=[C:5]([CH2:12][C:13]([OH:15])=[O:14])[CH:6]=[CH:7][CH:8]=2)[N:3]=1. The catalyst class is: 6.